Regression. Given a peptide amino acid sequence and an MHC pseudo amino acid sequence, predict their binding affinity value. This is MHC class I binding data. From a dataset of Peptide-MHC class I binding affinity with 185,985 pairs from IEDB/IMGT. (1) The peptide sequence is IHIPGDTLF. The MHC is HLA-B57:01 with pseudo-sequence HLA-B57:01. The binding affinity (normalized) is 0.0847. (2) The peptide sequence is AEDLADHHV. The MHC is HLA-A24:03 with pseudo-sequence HLA-A24:03. The binding affinity (normalized) is 0.0847. (3) The peptide sequence is RLREALCAV. The MHC is HLA-A02:01 with pseudo-sequence HLA-A02:01. The binding affinity (normalized) is 0.797.